From a dataset of Forward reaction prediction with 1.9M reactions from USPTO patents (1976-2016). Predict the product of the given reaction. (1) Given the reactants [Cl:1][C:2]1[N:10]=[C:9]2[C:5]([N:6]=[CH:7][N:8]2[C@@H:11]2[CH2:15][C@H:14](NC(=O)CC)[C@@H:13](O)[C@H:12]2O)=[C:4]([NH:23][CH2:24][CH:25]([C:32]2[CH:37]=[CH:36][CH:35]=[CH:34][CH:33]=2)[C:26]2[CH:31]=[CH:30][CH:29]=[CH:28][CH:27]=2)[N:3]=1.ClC1N=C2C(N=CN2[C@@H]2C[C@H]([N:53]3[N:57]=[N:56][C:55]([CH2:58][CH3:59])=[N:54]3)C=C2)=C(Cl)N=1, predict the reaction product. The product is: [Cl:1][C:2]1[N:10]=[C:9]2[C:5]([N:6]=[CH:7][N:8]2[C@@H:11]2[CH2:15][C@H:14]([N:53]3[N:57]=[N:56][C:55]([CH2:58][CH3:59])=[N:54]3)[CH:13]=[CH:12]2)=[C:4]([NH:23][CH2:24][CH:25]([C:26]2[CH:27]=[CH:28][CH:29]=[CH:30][CH:31]=2)[C:32]2[CH:33]=[CH:34][CH:35]=[CH:36][CH:37]=2)[N:3]=1. (2) Given the reactants P(Br)(Br)[Br:2].[CH3:5][O:6][C:7]1[CH:12]=[CH:11][C:10]([N:13]2[C:17]([C:18]3[CH:23]=[CH:22][C:21]([CH3:24])=[CH:20][CH:19]=3)=[CH:16][C:15]([CH2:25]O)=[N:14]2)=[CH:9][CH:8]=1.[OH-].[Na+], predict the reaction product. The product is: [Br:2][CH2:25][C:15]1[CH:16]=[C:17]([C:18]2[CH:23]=[CH:22][C:21]([CH3:24])=[CH:20][CH:19]=2)[N:13]([C:10]2[CH:11]=[CH:12][C:7]([O:6][CH3:5])=[CH:8][CH:9]=2)[N:14]=1. (3) The product is: [C:65]([O:69][C:40]([NH:37][C:9]1[N:8]([CH2:7][C:6]([O:5][C:1]([CH3:4])([CH3:3])[CH3:2])=[O:34])[C:17](=[O:18])[C:16]([O:19][CH3:20])=[C:15]2[C:10]=1[CH2:11][CH2:12][N:13]([CH2:22][C:23]1[CH:28]=[CH:27][C:26]([F:29])=[C:25]([Cl:30])[CH:24]=1)[C:14]2=[O:21])=[O:49])([CH3:68])([CH3:67])[CH3:66]. Given the reactants [C:1]([O:5][C:6](=[O:34])[CH2:7][N:8]1[C:17](=[O:18])[C:16]([O:19][CH3:20])=[C:15]2[C:10]([CH2:11][CH2:12][N:13]([CH2:22][C:23]3[CH:28]=[CH:27][C:26]([F:29])=[C:25]([Cl:30])[CH:24]=3)[C:14]2=[O:21])=[C:9]1C(O)=O)([CH3:4])([CH3:3])[CH3:2].C([N:37]([CH2:40]C)CC)C.C1(P(N=[N+]=[N-])(C2C=CC=CC=2)=[O:49])C=CC=CC=1.O1CCOCC1.[C:65]([OH:69])([CH3:68])([CH3:67])[CH3:66], predict the reaction product. (4) Given the reactants F[C:2]1[CH:14]=[CH:13][C:5]([C:6]([O:8][C:9]([CH3:12])([CH3:11])[CH3:10])=[O:7])=[CH:4][CH:3]=1.[N:15]1([CH2:21][CH2:22][NH2:23])[CH2:20][CH2:19][CH2:18][CH2:17][CH2:16]1, predict the reaction product. The product is: [N:15]1([CH2:21][CH2:22][NH:23][C:2]2[CH:14]=[CH:13][C:5]([C:6]([O:8][C:9]([CH3:12])([CH3:11])[CH3:10])=[O:7])=[CH:4][CH:3]=2)[CH2:20][CH2:19][CH2:18][CH2:17][CH2:16]1. (5) Given the reactants C(OC([NH:8][CH2:9][C@:10]1([CH2:18][C:19]([O:21]C(C)(C)C)=[O:20])[CH2:16][C@H:15]2[C@:11]1([CH3:17])[CH:12]=[CH:13][CH2:14]2)=O)(C)(C)C.C(N(CC)CC)C, predict the reaction product. The product is: [NH2:8][CH2:9][C@:10]1([CH2:18][C:19]([OH:21])=[O:20])[CH2:16][C@H:15]2[C@:11]1([CH3:17])[CH:12]=[CH:13][CH2:14]2. (6) Given the reactants [CH2:1]([O:4][C:5]([C:7]1[CH:8]=[C:9]([CH:29]=[CH:30][CH:31]=1)[CH2:10][O:11][CH2:12][C@@H:13]([NH:16][C:17](=[O:28])[C@H:18]([CH2:20][C:21]1[CH:26]=[CH:25][CH:24]=[C:23]([CH3:27])[CH:22]=1)[NH2:19])[C:14]#[N:15])=[O:6])[CH:2]=[CH2:3].[F:32][C:33]1[CH:38]=[CH:37][C:36](B(O)O)=[CH:35][CH:34]=1.N1C=CC=CC=1, predict the reaction product. The product is: [CH2:1]([O:4][C:5]([C:7]1[CH:8]=[C:9]([CH:29]=[CH:30][CH:31]=1)[CH2:10][O:11][CH2:12][C@@H:13]([NH:16][C:17](=[O:28])[C@H:18]([CH2:20][C:21]1[CH:26]=[CH:25][CH:24]=[C:23]([CH3:27])[CH:22]=1)[NH:19][C:36]1[CH:37]=[CH:38][C:33]([F:32])=[CH:34][CH:35]=1)[C:14]#[N:15])=[O:6])[CH:2]=[CH2:3]. (7) Given the reactants [OH:1][CH2:2][C@@H:3]1[O:8][CH2:7][CH2:6][N:5]([C:9]([O:11][C:12]([CH3:15])([CH3:14])[CH3:13])=[O:10])[CH2:4]1.C(N(CC)CC)C.[CH3:23][C:24]1[CH:29]=[CH:28][C:27]([S:30](Cl)(=[O:32])=[O:31])=[CH:26][CH:25]=1, predict the reaction product. The product is: [S:30]([O:1][CH2:2][C@@H:3]1[O:8][CH2:7][CH2:6][N:5]([C:9]([O:11][C:12]([CH3:15])([CH3:14])[CH3:13])=[O:10])[CH2:4]1)([C:27]1[CH:28]=[CH:29][C:24]([CH3:23])=[CH:25][CH:26]=1)(=[O:32])=[O:31].